Dataset: Forward reaction prediction with 1.9M reactions from USPTO patents (1976-2016). Task: Predict the product of the given reaction. Given the reactants [Br:1][C:2]1[CH:7]=[CH:6][C:5]([OH:8])=[C:4]([Cl:9])[CH:3]=1.[N+:10]([O-])([OH:12])=[O:11].O, predict the reaction product. The product is: [Br:1][C:2]1[CH:7]=[C:6]([N+:10]([O-:12])=[O:11])[C:5]([OH:8])=[C:4]([Cl:9])[CH:3]=1.